From a dataset of Forward reaction prediction with 1.9M reactions from USPTO patents (1976-2016). Predict the product of the given reaction. (1) Given the reactants Br[C:2]1[CH:3]=[C:4]([NH:22][CH:23]2[CH2:27][CH2:26][CH2:25][CH2:24]2)[C:5]([CH3:21])=[C:6]([CH:20]=1)[C:7]([NH:9][CH2:10][C:11]1[C:12](=[O:19])[NH:13][C:14]([CH3:18])=[CH:15][C:16]=1[CH3:17])=[O:8].[O:28]1[CH2:33][CH2:32][N:31]([CH2:34][C:35]2[CH:40]=[CH:39][C:38](B(O)O)=[CH:37][CH:36]=2)[CH2:30][CH2:29]1.C([O-])([O-])=O.[Na+].[Na+].C(Cl)Cl, predict the reaction product. The product is: [CH:23]1([NH:22][C:4]2[C:5]([CH3:21])=[C:6]([C:7]([NH:9][CH2:10][C:11]3[C:12](=[O:19])[NH:13][C:14]([CH3:18])=[CH:15][C:16]=3[CH3:17])=[O:8])[CH:20]=[C:2]([C:38]3[CH:37]=[CH:36][C:35]([CH2:34][N:31]4[CH2:32][CH2:33][O:28][CH2:29][CH2:30]4)=[CH:40][CH:39]=3)[CH:3]=2)[CH2:27][CH2:26][CH2:25][CH2:24]1. (2) The product is: [C:3]([CH2:5][O:6][C:7]1[CH:8]=[C:9]([CH:14]=[CH:15][C:16]=1[NH:17][C:18]([NH:20][C:21](=[O:30])[C:22]1[CH:27]=[CH:26][C:25]([F:28])=[CH:24][C:23]=1[Cl:29])=[O:19])[C:10]([OH:12])=[O:11])([OH:4])=[O:2]. Given the reactants C[O:2][C:3]([CH2:5][O:6][C:7]1[CH:8]=[C:9]([CH:14]=[CH:15][C:16]=1[NH:17][C:18]([NH:20][C:21](=[O:30])[C:22]1[CH:27]=[CH:26][C:25]([F:28])=[CH:24][C:23]=1[Cl:29])=[O:19])[C:10]([O:12]C)=[O:11])=[O:4].O.[Li+].[OH-].Cl, predict the reaction product. (3) Given the reactants Br[C:2]1[N:22]([S:23]([C:26]2[CH:31]=[CH:30][CH:29]=[CH:28][CH:27]=2)(=[O:25])=[O:24])[C:5]2=[N:6][CH:7]=[C:8]([CH2:10][CH2:11][C:12]3[CH:17]=[C:16]([O:18][CH3:19])[CH:15]=[C:14]([O:20][CH3:21])[CH:13]=3)[N:9]=[C:4]2[CH:3]=1.[CH3:32][N:33]1[CH2:38][CH2:37][N:36]([C:39]2[CH:44]=[CH:43][C:42](B3OC(C)(C)C(C)(C)O3)=[CH:41][CH:40]=2)[CH2:35][CH2:34]1.ClCCl.P([O-])([O-])([O-])=O.[K+].[K+].[K+], predict the reaction product. The product is: [CH3:21][O:20][C:14]1[CH:13]=[C:12]([CH2:11][CH2:10][C:8]2[N:9]=[C:4]3[CH:3]=[C:2]([C:42]4[CH:41]=[CH:40][C:39]([N:36]5[CH2:37][CH2:38][N:33]([CH3:32])[CH2:34][CH2:35]5)=[CH:44][CH:43]=4)[N:22]([S:23]([C:26]4[CH:31]=[CH:30][CH:29]=[CH:28][CH:27]=4)(=[O:25])=[O:24])[C:5]3=[N:6][CH:7]=2)[CH:17]=[C:16]([O:18][CH3:19])[CH:15]=1. (4) Given the reactants [C:1]([O:5][C:6]([N:8](C)[CH:9]1CCN(C(OCC2C=CC=CC=2)=O)C(CO)C1)=[O:7])([CH3:4])([CH3:3])[CH3:2].[CH:28]1[CH2:33][CH:32]=[CH:31][CH2:30][CH:29]=1.C=[O:35].[BH3-][C:37]#[N:38].[Na+], predict the reaction product. The product is: [OH:35][CH2:28][CH:33]1[CH2:32][CH:31]([CH2:9][NH:8][C:6](=[O:7])[O:5][C:1]([CH3:2])([CH3:3])[CH3:4])[CH2:30][CH2:29][N:38]1[CH3:37].